Dataset: hERG Central: cardiac toxicity at 1µM, 10µM, and general inhibition. Task: Predict hERG channel inhibition at various concentrations. The drug is O=C(CCCCn1c(=O)c2ccccc2n(Cc2ccccc2)c1=O)NC1CCN(Cc2ccccc2)CC1. Results: hERG_inhib (hERG inhibition (general)): blocker.